Dataset: Full USPTO retrosynthesis dataset with 1.9M reactions from patents (1976-2016). Task: Predict the reactants needed to synthesize the given product. (1) Given the product [NH2:25][CH:18]([CH3:19])[CH:7]([CH2:6][C:5]1[CH:21]=[CH:22][C:2]([Cl:1])=[CH:3][CH:4]=1)[C:8]([O:10][CH2:11][C:12]1[CH:17]=[CH:16][CH:15]=[CH:14][CH:13]=1)=[O:9], predict the reactants needed to synthesize it. The reactants are: [Cl:1][C:2]1[CH:22]=[CH:21][C:5]([CH2:6][CH:7]([C:18](=O)[CH3:19])[C:8]([O:10][CH2:11][C:12]2[CH:17]=[CH:16][CH:15]=[CH:14][CH:13]=2)=[O:9])=[CH:4][CH:3]=1.N.C([BH3-])#[N:25].[Na+]. (2) The reactants are: [OH:1][C:2]([CH2:13][C:14]1[C:22]2[C:17](=[CH:18][CH:19]=[CH:20][CH:21]=2)[NH:16][CH:15]=1)([C:10]([OH:12])=[O:11])[CH2:3][C:4](=[N:8][OH:9])[C:5]([OH:7])=[O:6].Cl.O.[NH3:25]. Given the product [NH4+:8].[NH4+:25].[OH:1][C:2]([CH2:13][C:14]1[C:22]2[C:17](=[CH:18][CH:19]=[CH:20][CH:21]=2)[NH:16][CH:15]=1)([C:10]([O-:12])=[O:11])[CH2:3][C:4](=[N:8][OH:9])[C:5]([O-:7])=[O:6], predict the reactants needed to synthesize it. (3) Given the product [NH2:23][C@H:24]([C:29]([OH:31])=[O:30])[CH2:25][CH2:26][CH2:27][NH:28][C:6](=[NH:7])[NH2:11], predict the reactants needed to synthesize it. The reactants are: N[C@H](C(O)=O)CCC[CH2:6][NH2:7].[NH2:11][C@H](C(O)=O)CCCCN(C)C.[NH2:23][C@H:24]([C:29]([OH:31])=[O:30])[CH2:25][CH2:26][CH2:27][NH2:28]. (4) Given the product [CH3:17][CH:18]1[NH:19][CH2:20][CH2:21][N:22]([C:2]2[N:7]=[C:6]([C:8]([NH2:10])=[O:9])[CH:5]=[CH:4][N:3]=2)[CH2:23]1, predict the reactants needed to synthesize it. The reactants are: Cl[C:2]1[N:7]=[C:6]([C:8]([NH2:10])=[O:9])[CH:5]=[CH:4][N:3]=1.C(=O)([O-])[O-].[K+].[K+].[CH3:17][CH:18]1[CH2:23][NH:22][CH2:21][CH2:20][NH:19]1. (5) Given the product [C:11]([O:15][C:16]([N:18]1[CH2:23][C@H:22]([CH:24]=[O:25])[N:21]([CH2:26][C:27]2[CH:28]=[CH:29][CH:30]=[CH:31][CH:32]=2)[CH2:20][C@H:19]1[CH3:33])=[O:17])([CH3:14])([CH3:12])[CH3:13], predict the reactants needed to synthesize it. The reactants are: C(Cl)(=O)C(Cl)=O.CS(C)=O.[C:11]([O:15][C:16]([N:18]1[CH2:23][C@H:22]([CH2:24][OH:25])[N:21]([CH2:26][C:27]2[CH:32]=[CH:31][CH:30]=[CH:29][CH:28]=2)[CH2:20][C@H:19]1[CH3:33])=[O:17])([CH3:14])([CH3:13])[CH3:12].C(N(CC)CC)C. (6) The reactants are: C(OC([NH:8][CH:9]1[CH2:13][N:12]([C:14]2[CH:23]=[CH:22][C:17]([C:18]([O:20][CH3:21])=[O:19])=[C:16]([CH3:24])[CH:15]=2)[C:11](=[O:25])[CH2:10]1)=O)(C)(C)C.[C:26]([OH:32])([C:28]([F:31])([F:30])[F:29])=[O:27]. Given the product [F:29][C:28]([F:31])([F:30])[C:26]([OH:32])=[O:27].[NH2:8][CH:9]1[CH2:13][N:12]([C:14]2[CH:23]=[CH:22][C:17]([C:18]([O:20][CH3:21])=[O:19])=[C:16]([CH3:24])[CH:15]=2)[C:11](=[O:25])[CH2:10]1, predict the reactants needed to synthesize it. (7) Given the product [CH3:20][C:19]([CH3:22])([CH3:21])[CH2:18][CH2:17][C:14]1[CH:13]=[CH:12][C:11]([CH2:10][NH2:9])=[CH:16][CH:15]=1, predict the reactants needed to synthesize it. The reactants are: Cl.C(OC([NH:9][CH2:10][C:11]1[CH:16]=[CH:15][C:14]([CH2:17][CH2:18][C:19]([CH3:22])([CH3:21])[CH3:20])=[CH:13][CH:12]=1)=O)(C)(C)C. (8) Given the product [CH3:6][C:7]([C:12]1[CH:17]=[CH:16][C:15]([N+:18]([O-:20])=[O:19])=[CH:14][CH:13]=1)([CH3:11])[CH2:8][CH2:9][NH:22][C:1](=[O:4])[CH3:2], predict the reactants needed to synthesize it. The reactants are: [C:1]([O-:4])(=O)[CH3:2].[NH4+].[CH3:6][C:7]([C:12]1[CH:17]=[CH:16][C:15]([N+:18]([O-:20])=[O:19])=[CH:14][CH:13]=1)([CH3:11])[CH2:8][CH:9]=O.C([BH3-])#[N:22].[Na+].